From a dataset of Catalyst prediction with 721,799 reactions and 888 catalyst types from USPTO. Predict which catalyst facilitates the given reaction. Reactant: [OH:1][C:2]1[C:11]2[C:6](=[N:7][CH:8]=[CH:9][CH:10]=2)[N:5]([CH2:12][CH2:13][CH:14]([CH3:16])[CH3:15])[C:4](=[O:17])[C:3]=1[C:18]1[NH:23][C:22]2[CH:24]=[CH:25][C:26]([NH:28][S:29]([NH:32][CH:33]3[CH2:38][CH2:37][N:36](C(OC(C)(C)C)=O)[CH2:35][CH2:34]3)(=[O:31])=[O:30])=[CH:27][C:21]=2[S:20](=[O:47])(=[O:46])[N:19]=1. Product: [OH:1][C:2]1[C:11]2[C:6](=[N:7][CH:8]=[CH:9][CH:10]=2)[N:5]([CH2:12][CH2:13][CH:14]([CH3:15])[CH3:16])[C:4](=[O:17])[C:3]=1[C:18]1[NH:23][C:22]2[CH:24]=[CH:25][C:26]([NH:28][S:29]([NH:32][CH:33]3[CH2:38][CH2:37][NH:36][CH2:35][CH2:34]3)(=[O:31])=[O:30])=[CH:27][C:21]=2[S:20](=[O:47])(=[O:46])[N:19]=1. The catalyst class is: 89.